This data is from Forward reaction prediction with 1.9M reactions from USPTO patents (1976-2016). The task is: Predict the product of the given reaction. (1) Given the reactants [Br:1][C:2]1[CH:3]=[N:4][NH:5][CH:6]=1.[CH2:7]([O:9][C:10](=[O:23])[CH:11]=[C:12]1[CH2:15][N:14]([C:16]([O:18][C:19]([CH3:22])([CH3:21])[CH3:20])=[O:17])[CH2:13]1)[CH3:8].N12CCCN=C1CCCCC2, predict the reaction product. The product is: [Br:1][C:2]1[CH:3]=[N:4][N:5]([C:12]2([CH2:11][C:10]([O:9][CH2:7][CH3:8])=[O:23])[CH2:13][N:14]([C:16]([O:18][C:19]([CH3:22])([CH3:21])[CH3:20])=[O:17])[CH2:15]2)[CH:6]=1. (2) Given the reactants C(N(CC)C(C)C)(C)C.[F:10][C:11]1[CH:12]=[C:13]([C:18]2[CH:23]=[CH:22][C:21]([C:24]([OH:26])=O)=[C:20]([N+:27]([O-:29])=[O:28])[CH:19]=2)[CH:14]=[CH:15][C:16]=1[F:17].Cl.[CH3:31][C:32]([O:35][C@H:36]([CH3:43])[C@@H:37]([C:39]([O:41][CH3:42])=[O:40])[NH2:38])([CH3:34])[CH3:33].CN(C(ON1N=NC2C=CC=NC1=2)=[N+](C)C)C.F[P-](F)(F)(F)(F)F.C([O-])(O)=O.[Na+], predict the reaction product. The product is: [F:10][C:11]1[CH:12]=[C:13]([C:18]2[CH:23]=[CH:22][C:21]([C:24]([NH:38][C@H:37]([C:39]([O:41][CH3:42])=[O:40])[C@@H:36]([CH3:43])[O:35][C:32]([CH3:34])([CH3:33])[CH3:31])=[O:26])=[C:20]([N+:27]([O-:29])=[O:28])[CH:19]=2)[CH:14]=[CH:15][C:16]=1[F:17].